From a dataset of Cav3 T-type calcium channel HTS with 100,875 compounds. Binary Classification. Given a drug SMILES string, predict its activity (active/inactive) in a high-throughput screening assay against a specified biological target. (1) The compound is Clc1ccc(N2CCN(\N=C\c3c([N+]([O-])=O)cccc3)CC2)cc1. The result is 0 (inactive). (2) The drug is s1c2ncnc(N(CC)CC)c2c(C2Oc3c(OC2)cccc3)c1. The result is 0 (inactive). (3) The compound is Clc1ccc(C2N3C(SCCC3=O)=NC3=C2C(=O)CCC3)cc1. The result is 0 (inactive). (4) The drug is O(c1n(c2c(c1C=O)cccc2)C)c1ccc(cc1)C. The result is 0 (inactive). (5) The compound is O1CCN(C(CNC(=O)c2ccc(OCC3OCCC3)cc2)c2ccc(OC)cc2)CC1. The result is 0 (inactive).